From a dataset of Full USPTO retrosynthesis dataset with 1.9M reactions from patents (1976-2016). Predict the reactants needed to synthesize the given product. (1) Given the product [Cl:1][C:2]1[CH:9]=[CH:8][C:5]([CH2:6][NH:19][C:29]2([C:33]([O:35][CH2:36][CH3:37])=[O:34])[CH2:28][CH:32]=[CH:31][NH:30]2)=[C:4]([CH:10]([O:14][CH2:15][CH3:16])[O:11][CH2:12][CH3:13])[CH:3]=1, predict the reactants needed to synthesize it. The reactants are: [Cl:1][C:2]1[CH:9]=[CH:8][C:5]([CH:6]=O)=[C:4]([CH:10]([O:14][CH2:15][CH3:16])[O:11][CH2:12][CH3:13])[CH:3]=1.CC[N:19](C(C)C)C(C)C.Cl.N[C:28]1[CH:32]=[CH:31][NH:30][C:29]=1[C:33]([O:35][CH2:36][CH3:37])=[O:34].CC(O)=O.C([BH3-])#N.[Na+]. (2) Given the product [F:1][C:2]1[CH:3]=[C:4]2[C:13](=[CH:14][CH:15]=1)[C:12]1[CH:11]=[CH:10][CH:9]=[CH:8][C:7]=1[N:6]([S:16]([C:19]1[CH:24]=[CH:23][C:22]([OH:25])=[C:21]([CH3:27])[CH:20]=1)(=[O:18])=[O:17])[CH:5]2[CH3:28], predict the reactants needed to synthesize it. The reactants are: [F:1][C:2]1[CH:3]=[C:4]2[C:13](=[CH:14][CH:15]=1)[C:12]1[CH:11]=[CH:10][CH:9]=[CH:8][C:7]=1[N:6]([S:16]([C:19]1[CH:24]=[CH:23][C:22]([O:25]C)=[C:21]([CH3:27])[CH:20]=1)(=[O:18])=[O:17])[CH:5]2[CH3:28].B(Cl)(Cl)Cl.ClCCl.C(=O)(O)[O-].[Na+].